From a dataset of Reaction yield outcomes from USPTO patents with 853,638 reactions. Predict the reaction yield, written as a fraction of the theoretical maximum amount of product (1.0 means a 100% yield; for example, 0.34 means a 34% yield). (1) The reactants are [CH3:1][N:2]1[C:10]2[C:5](=[CH:6][CH:7]=[CH:8][C:9]=2[CH2:11][N:12]2[C:16]3[CH:17]=[CH:18][CH:19]=[CH:20][C:15]=3[NH:14][C:13]2=[O:21])[CH:4]=[C:3]1[CH3:22].[C:23]([O:27][CH3:28])(=[O:26])[CH:24]=[CH2:25].[OH-].C([N+](C)(C)C)C1C=CC=CC=1.CO. The catalyst is CN(C=O)C.O. The product is [CH3:28][O:27][C:23](=[O:26])[CH2:24][CH2:25][N:14]1[C:15]2[CH:20]=[CH:19][CH:18]=[CH:17][C:16]=2[N:12]([CH2:11][C:9]2[CH:8]=[CH:7][CH:6]=[C:5]3[C:10]=2[N:2]([CH3:1])[C:3]([CH3:22])=[CH:4]3)[C:13]1=[O:21]. The yield is 0.410. (2) The reactants are [C:1]([CH:5]1[CH2:13][C:12]2[C:7](=[CH:8][CH:9]=[C:10]([NH:14][C:15]([C:17]3([C:20]4[CH:30]=[CH:29][C:23]5[O:24][C:25]([F:28])([F:27])[O:26][C:22]=5[CH:21]=4)[CH2:19][CH2:18]3)=[O:16])[CH:11]=2)[N:6]1[CH2:31][CH2:32]Cl)([CH3:4])([CH3:3])[CH3:2].[C-:34]#[N:35].[Na+].O. The catalyst is CCO. The product is [C:1]([CH:5]1[CH2:13][C:12]2[C:7](=[CH:8][CH:9]=[C:10]([NH:14][C:15]([C:17]3([C:20]4[CH:30]=[CH:29][C:23]5[O:24][C:25]([F:28])([F:27])[O:26][C:22]=5[CH:21]=4)[CH2:19][CH2:18]3)=[O:16])[CH:11]=2)[N:6]1[CH2:31][CH2:32][C:34]#[N:35])([CH3:4])([CH3:3])[CH3:2]. The yield is 0.480. (3) The reactants are FC(F)(F)C(O)=O.[Cl:8][C:9]1[CH:14]=[CH:13][C:12]([C:15]2([C:35]#[N:36])[CH:19]([CH2:20][C:21]([CH3:24])([CH3:23])[CH3:22])[NH:18][CH:17]([C:25]([OH:27])=O)[CH:16]2[C:28]2[CH:33]=[CH:32][CH:31]=[C:30]([Cl:34])[CH:29]=2)=[C:11]([F:37])[CH:10]=1.CC1(C)[O:43][C@@H:42]([CH2:44][CH2:45][NH2:46])[CH2:41][O:40]1.CN(C(ON1N=NC2C=CC=NC1=2)=[N+](C)C)C.F[P-](F)(F)(F)(F)F.CCN(C(C)C)C(C)C.Cl. The catalyst is C(Cl)Cl.O1CCCC1. The product is [OH:43][C@H:42]([CH2:41][OH:40])[CH2:44][CH2:45][NH:46][C:25]([CH:17]1[CH:16]([C:28]2[CH:33]=[CH:32][CH:31]=[C:30]([Cl:34])[CH:29]=2)[C:15]([C:12]2[CH:13]=[CH:14][C:9]([Cl:8])=[CH:10][C:11]=2[F:37])([C:35]#[N:36])[CH:19]([CH2:20][C:21]([CH3:24])([CH3:23])[CH3:22])[NH:18]1)=[O:27]. The yield is 0.480. (4) The reactants are C(OC([N:8]1[C:12]2[CH:13]=[CH:14][CH:15]=[CH:16][C:11]=2[N:10]=[C:9]1[CH2:17][N:18]([CH2:31][CH2:32][CH2:33][CH2:34][N:35]1C(=O)C2C(=CC=CC=2)C1=O)[CH:19]1[C:28]2[N:27]=[CH:26][CH:25]=[C:24]([O:29][CH3:30])[C:23]=2[CH2:22][CH2:21][CH2:20]1)=O)(C)(C)C.O.NN. The catalyst is C(O)C. The product is [NH:8]1[C:12]2[CH:13]=[CH:14][CH:15]=[CH:16][C:11]=2[N:10]=[C:9]1[CH2:17][N:18]([CH:19]1[C:28]2[N:27]=[CH:26][CH:25]=[C:24]([O:29][CH3:30])[C:23]=2[CH2:22][CH2:21][CH2:20]1)[CH2:31][CH2:32][CH2:33][CH2:34][NH2:35]. The yield is 0.680. (5) The product is [Br:21][C:22]1[CH:29]=[CH:28][C:25]([CH2:26][NH:27][C:5]2[C:4]3[N:8]=[CH:9][N:10]([C:3]=3[N:2]=[CH:1][N:6]=2)[C@@H:11]2[O:15][C@H:14]([CH2:16][OH:17])[C@@H:13]([OH:18])[C@H:12]2[OH:19])=[CH:24][CH:23]=1. The yield is 0.280. The catalyst is C(O)CC. The reactants are [CH:1]1[N:6]=[C:5](Cl)[C:4]2[N:8]=[CH:9][N:10]([C@@H:11]3[O:15][C@H:14]([CH2:16][OH:17])[C@@H:13]([OH:18])[C@H:12]3[OH:19])[C:3]=2[N:2]=1.Cl.[Br:21][C:22]1[CH:29]=[CH:28][C:25]([CH2:26][NH2:27])=[CH:24][CH:23]=1.C(N(C(C)C)CC)(C)C. (6) The reactants are [Cl:1][C:2]1[N:3]=[C:4]([C:9]([NH:11][C:12]2[CH:13]=[C:14]3[C:18](=[CH:19][CH:20]=2)[CH2:17][N:16]([C:21]([C@@H:23]2[CH2:25][C@H:24]2[C:26]([O:28]CC)=[O:27])=[O:22])[CH2:15]3)=[O:10])[NH:5][C:6]=1[CH2:7][CH3:8].[OH-].[Li+]. The catalyst is CO.ClCCl. The product is [Cl:1][C:2]1[N:3]=[C:4]([C:9]([NH:11][C:12]2[CH:13]=[C:14]3[C:18](=[CH:19][CH:20]=2)[CH2:17][N:16]([C:21]([C@@H:23]2[CH2:25][C@H:24]2[C:26]([OH:28])=[O:27])=[O:22])[CH2:15]3)=[O:10])[NH:5][C:6]=1[CH2:7][CH3:8]. The yield is 0.690. (7) The reactants are [CH2:1]([O:8][C:9]1[CH:10]=[C:11]([CH:15]=[CH:16][C:17]=1[CH3:18])[C:12](Cl)=[O:13])[C:2]1[CH:7]=[CH:6][CH:5]=[CH:4][CH:3]=1.[NH3:19]. The catalyst is C1COCC1. The product is [CH2:1]([O:8][C:9]1[CH:10]=[C:11]([CH:15]=[CH:16][C:17]=1[CH3:18])[C:12]([NH2:19])=[O:13])[C:2]1[CH:7]=[CH:6][CH:5]=[CH:4][CH:3]=1. The yield is 0.940. (8) The catalyst is CN(C=O)C.CCOC(C)=O. The reactants are Cl[CH2:2][CH2:3][CH2:4][NH:5][C:6]1[N:7]=[C:8]([C:25]2[CH:26]=[C:27]([CH:34]=[CH:35][C:36]=2[CH3:37])[C:28]([NH:30][CH2:31][CH2:32][CH3:33])=[O:29])[C:9]2[CH2:14][NH:13][C:12](=[O:15])[N:11]([C:16]3[C:21]([F:22])=[CH:20][CH:19]=[CH:18][C:17]=3[F:23])[C:10]=2[N:24]=1.[CH2:38]([NH2:40])[CH3:39].C(=O)([O-])[O-].[K+].[K+]. The product is [F:22][C:21]1[CH:20]=[CH:19][CH:18]=[C:17]([F:23])[C:16]=1[N:11]1[C:10]2[N:24]=[C:6]([NH:5][CH2:4][CH2:3][CH2:2][NH:40][CH2:38][CH3:39])[N:7]=[C:8]([C:25]3[CH:26]=[C:27]([CH:34]=[CH:35][C:36]=3[CH3:37])[C:28]([NH:30][CH2:31][CH2:32][CH3:33])=[O:29])[C:9]=2[CH2:14][NH:13][C:12]1=[O:15]. The yield is 0.500. (9) The reactants are [F:1][C:2]1[CH:10]=[C:9]2[C:5]([CH2:6][C:7](=[O:17])[N:8]2[CH:11]2[CH2:16][CH2:15][NH:14][CH2:13][CH2:12]2)=[CH:4][C:3]=1[C:18]([NH:20][CH3:21])=[O:19].C(N(CC)CC)C.[Cl:29][CH2:30][C:31]([N:33]1[CH2:37][C@@H:36]2[CH2:38][CH2:39][CH2:40][C@@H:35]2[CH2:34]1)=[O:32]. The catalyst is CN(C)C=O. The product is [Cl-:29].[F:1][C:2]1[CH:10]=[C:9]2[C:5]([CH2:6][C:7](=[O:17])[N:8]2[CH:11]2[CH2:16][CH2:15][NH+:14]([CH2:30][C:31]([N:33]3[CH2:37][C@@H:36]4[CH2:38][CH2:39][CH2:40][C@@H:35]4[CH2:34]3)=[O:32])[CH2:13][CH2:12]2)=[CH:4][C:3]=1[C:18]([NH:20][CH3:21])=[O:19]. The yield is 0.710. (10) The yield is 0.110. The catalyst is CN(C=O)C.O. The reactants are CN(C(ON1N=NC2C=CC=CC1=2)=[N+](C)C)C.F[P-](F)(F)(F)(F)F.C1C=CC2N(O)N=NC=2C=1.[CH3:35][O:36][C:37]1[CH:45]=[CH:44][CH:43]=[CH:42][C:38]=1[C:39]([OH:41])=O.CCN(C(C)C)C(C)C.O[NH:56][C:57](=[NH:71])[CH2:58][S:59][C:60]1[N:64]([CH3:65])[C:63]([C:66]2[S:67][CH:68]=[CH:69][CH:70]=2)=[N:62][N:61]=1. The product is [CH3:35][O:36][C:37]1[CH:45]=[CH:44][CH:43]=[CH:42][C:38]=1[C:39]1[O:41][N:71]=[C:57]([CH2:58][S:59][C:60]2[N:64]([CH3:65])[C:63]([C:66]3[S:67][CH:68]=[CH:69][CH:70]=3)=[N:62][N:61]=2)[N:56]=1.